From a dataset of CYP2D6 inhibition data for predicting drug metabolism from PubChem BioAssay. Regression/Classification. Given a drug SMILES string, predict its absorption, distribution, metabolism, or excretion properties. Task type varies by dataset: regression for continuous measurements (e.g., permeability, clearance, half-life) or binary classification for categorical outcomes (e.g., BBB penetration, CYP inhibition). Dataset: cyp2d6_veith. (1) The drug is COC(Cc1n[nH]c(=S)n1C)OC. The result is 0 (non-inhibitor). (2) The drug is CCOC(=O)CSc1cc(C(F)(F)F)nc(-c2ccccn2)n1. The result is 0 (non-inhibitor). (3) The molecule is c1ccc(N2CCC3(CCNCC3)CC2)nc1. The result is 1 (inhibitor). (4) The molecule is O[C@@H](Cc1ccncc1)C(Cl)(Cl)Cl. The result is 0 (non-inhibitor). (5) The drug is CC1CN=C(Nc2cccc3ccccc23)S1. The result is 1 (inhibitor).